Dataset: Catalyst prediction with 721,799 reactions and 888 catalyst types from USPTO. Task: Predict which catalyst facilitates the given reaction. (1) Product: [Cl:4][C:5]1[CH:10]=[C:9]([C:11](=[O:12])[CH3:1])[CH:8]=[C:7]([Cl:17])[N:6]=1. The catalyst class is: 1. Reactant: [CH3:1][Mg+].[Br-].[Cl:4][C:5]1[CH:10]=[C:9]([C:11](N(C)OC)=[O:12])[CH:8]=[C:7]([Cl:17])[N:6]=1. (2) Reactant: [F:1][C:2]([F:28])([F:27])[C:3]1[CH:8]=[CH:7][C:6]([C:9]2[N:14]=[CH:13][N:12]=[C:11]([O:15][C:16]3[CH:17]=[CH:18][CH:19]=[C:20]4[C:25]=3[NH:24][C:23](=[O:26])[CH:22]=[N:21]4)[CH:10]=2)=[CH:5][CH:4]=1.[BH4-].[Na+]. Product: [F:27][C:2]([F:1])([F:28])[C:3]1[CH:8]=[CH:7][C:6]([C:9]2[N:14]=[CH:13][N:12]=[C:11]([O:15][C:16]3[CH:17]=[CH:18][CH:19]=[C:20]4[C:25]=3[NH:24][C:23](=[O:26])[CH2:22][NH:21]4)[CH:10]=2)=[CH:5][CH:4]=1. The catalyst class is: 14. (3) Reactant: [C:1]([Br:5])(Br)(Br)[Br:2].C1(P(C2C=CC=CC=2)C2C=CC=CC=2)C=CC=CC=1.[CH:25](=O)[C:26]1[O:30][CH:29]=[CH:28][CH:27]=1.C(N(CC)CC)C. Product: [Br:2][C:1]([Br:5])=[CH:25][C:26]1[O:30][CH:29]=[CH:28][CH:27]=1. The catalyst class is: 343. (4) Reactant: C(OC(=O)[NH:7][CH:8]([CH:37]1[CH2:42][CH2:41][CH2:40][CH2:39][CH2:38]1)[C:9]([N:11]1[CH2:15][CH2:14][CH:13]2[N:16]([C:32]([CH:34]3[CH2:36][CH2:35]3)=[O:33])[CH2:17][CH:18]([C:19](=[O:31])[NH:20][CH:21]3[C:30]4[C:25](=[CH:26][CH:27]=[CH:28][CH:29]=4)[CH2:24][CH2:23][CH2:22]3)[CH:12]12)=[O:10])(C)(C)C.C(O)(C(F)(F)F)=O. Product: [CH:21]1([NH:20][C:19]([CH:18]2[CH2:17][N:16]([C:32]([CH:34]3[CH2:35][CH2:36]3)=[O:33])[CH:13]3[CH2:14][CH2:15][N:11]([C:9](=[O:10])[CH:8]([NH2:7])[CH:37]4[CH2:42][CH2:41][CH2:40][CH2:39][CH2:38]4)[CH:12]23)=[O:31])[C:30]2[C:25](=[CH:26][CH:27]=[CH:28][CH:29]=2)[CH2:24][CH2:23][CH2:22]1. The catalyst class is: 2. (5) Reactant: Br[C:2]1[CH:3]=[C:4]([NH:10][C:11]2[CH:15]=[C:14]([CH3:16])[N:13]([CH3:17])[N:12]=2)[C:5](=[O:9])[N:6]([CH3:8])[CH:7]=1.[C:18]([O:21][CH2:22][C:23]1[C:24]([N:32]2[CH2:43][CH2:42][N:41]3[C:34](=[CH:35][C:36]4[CH2:37][C:38]([CH3:45])([CH3:44])[CH2:39][C:40]=43)[C:33]2=[O:46])=[N:25][CH:26]=[CH:27][C:28]=1B(O)O)(=[O:20])[CH3:19].[O-]P([O-])([O-])=O.[K+].[K+].[K+].C([O-])(=O)C.[Na+]. Product: [C:18]([O:21][CH2:22][C:23]1[C:24]([N:32]2[CH2:43][CH2:42][N:41]3[C:34](=[CH:35][C:36]4[CH2:37][C:38]([CH3:45])([CH3:44])[CH2:39][C:40]=43)[C:33]2=[O:46])=[N:25][CH:26]=[CH:27][C:28]=1[C:2]1[CH:3]=[C:4]([NH:10][C:11]2[CH:15]=[C:14]([CH3:16])[N:13]([CH3:17])[N:12]=2)[C:5](=[O:9])[N:6]([CH3:8])[CH:7]=1)(=[O:20])[CH3:19]. The catalyst class is: 379. (6) Reactant: [NH2:1][CH2:2][C:3]1[N:7]=[CH:6][N:5]([CH2:8][C@@H:9]2[C@H:12]([NH:13][C:14](=[O:30])/[C:15](=[N:22]\[O:23][C:24]([CH3:29])([CH3:28])[C:25]([OH:27])=[O:26])/[C:16]3[N:17]=[C:18]([NH2:21])[S:19][CH:20]=3)[C:11](=[O:31])[N:10]2[S:32]([OH:35])(=[O:34])=[O:33])[N:4]=1.Cl.[N:37]1([C:42](N)=[NH:43])C=CC=N1.CCN(C(C)C)C(C)C. Product: [NH2:21][C:18]1[S:19][CH:20]=[C:16](/[C:15](=[N:22]/[O:23][C:24]([CH3:29])([CH3:28])[C:25]([OH:27])=[O:26])/[C:14]([NH:13][C@@H:12]2[C:11](=[O:31])[N:10]([S:32]([OH:35])(=[O:34])=[O:33])[C@@H:9]2[CH2:8][N:5]2[CH:6]=[N:7][C:3]([CH2:2][NH:1][C:42]([NH2:43])=[NH:37])=[N:4]2)=[O:30])[N:17]=1. The catalyst class is: 3.